This data is from Reaction yield outcomes from USPTO patents with 853,638 reactions. The task is: Predict the reaction yield, written as a fraction of the theoretical maximum amount of product (1.0 means a 100% yield; for example, 0.34 means a 34% yield). (1) The reactants are [O:1]=[C:2]1[C:6]2([CH2:11][CH2:10][N:9]([CH2:12][CH2:13][CH2:14][N:15]3[C:23]4[C:18](=[CH:19][CH:20]=[CH:21][CH:22]=4)[C:17]4([CH2:25][CH2:24]4)[C:16]3=[O:26])[CH2:8][CH2:7]2)[N:5]([C:27]2[CH:32]=[CH:31][CH:30]=[CH:29][CH:28]=2)[CH2:4][N:3]1[CH2:33][C:34]1[CH:35]=[C:36]([CH:44]=[CH:45][CH:46]=1)[C:37]([O:39]C(C)(C)C)=[O:38].C(O)=O.C([O-])=O.[ClH:53]. The catalyst is O1CCOCC1. The product is [ClH:53].[O:1]=[C:2]1[C:6]2([CH2:11][CH2:10][N:9]([CH2:12][CH2:13][CH2:14][N:15]3[C:23]4[C:18](=[CH:19][CH:20]=[CH:21][CH:22]=4)[C:17]4([CH2:25][CH2:24]4)[C:16]3=[O:26])[CH2:8][CH2:7]2)[N:5]([C:27]2[CH:28]=[CH:29][CH:30]=[CH:31][CH:32]=2)[CH2:4][N:3]1[CH2:33][C:34]1[CH:35]=[C:36]([CH:44]=[CH:45][CH:46]=1)[C:37]([OH:39])=[O:38]. The yield is 0.650. (2) The reactants are [F:1][C:2]1[CH:7]=[CH:6][CH:5]=[CH:4][C:3]=1[C:8]1[CH:16]=[CH:15][CH:14]=[C:13]2[C:9]=1[CH:10]=[CH:11][NH:12]2.[Br-].[Br-].[Br-].[NH+]1C=CC=CC=1.[NH+]1C=CC=CC=1.[NH+]1C=CC=CC=1.C(O)(=[O:40])C. The catalyst is CC(O)(C)C.C(O)C.C(O)(=O)C.[Zn]. The product is [F:1][C:2]1[CH:7]=[CH:6][CH:5]=[CH:4][C:3]=1[C:8]1[CH:16]=[CH:15][CH:14]=[C:13]2[C:9]=1[CH2:10][C:11](=[O:40])[NH:12]2. The yield is 0.420. (3) The reactants are [CH3:1][C:2]([CH3:17])([CH3:16])[C@@H:3]([C:9]([O:11]C(C)(C)C)=[O:10])[NH:4][S:5]([CH3:8])(=[O:7])=[O:6]. The catalyst is Cl.O1CCOCC1. The product is [CH3:1][C:2]([CH3:17])([CH3:16])[C@@H:3]([C:9]([OH:11])=[O:10])[NH:4][S:5]([CH3:8])(=[O:7])=[O:6]. The yield is 1.00. (4) The product is [C:22]([O:26][C:27]([N:29]1[CH2:34][CH2:33][CH:32]([CH:35]([C:2]2[CH:7]=[CH:6][C:5]([Cl:8])=[CH:4][CH:3]=2)[OH:36])[CH2:31][CH2:30]1)=[O:28])([CH3:25])([CH3:24])[CH3:23]. The catalyst is C1COCC1. The yield is 0.300. The reactants are Br[C:2]1[CH:7]=[CH:6][C:5]([Cl:8])=[CH:4][CH:3]=1.[Li]CCCC.CN(CCN(C)C)C.[C:22]([O:26][C:27]([N:29]1[CH2:34][CH2:33][CH:32]([CH:35]=[O:36])[CH2:31][CH2:30]1)=[O:28])([CH3:25])([CH3:24])[CH3:23]. (5) The reactants are [Cl:1][CH:2]([CH2:10][CH2:11][Cl:12])[CH2:3][CH2:4][CH2:5][CH2:6][C:7]([OH:9])=[O:8].[CH3:13]O. The yield is 0.986. The catalyst is Cl. The product is [Cl:1][CH:2]([CH2:10][CH2:11][Cl:12])[CH2:3][CH2:4][CH2:5][CH2:6][C:7]([O:9][CH3:13])=[O:8].